Dataset: Reaction yield outcomes from USPTO patents with 853,638 reactions. Task: Predict the reaction yield, written as a fraction of the theoretical maximum amount of product (1.0 means a 100% yield; for example, 0.34 means a 34% yield). (1) The reactants are [F:1][C:2]1[CH:7]=[CH:6][C:5]([C:8]2[C:12](/[CH:13]=[CH:14]/[C:15]3[CH:16]=[C:17]([C:20]([OH:22])=O)[NH:18][N:19]=3)=[C:11]([CH3:23])[O:10][N:9]=2)=[CH:4][CH:3]=1.[OH:24][C:25]([CH3:29])([CH3:28])[CH2:26][NH2:27]. No catalyst specified. The product is [OH:24][C:25]([CH3:29])([CH3:28])[CH2:26][NH:27][C:20]([C:17]1[NH:18][N:19]=[C:15](/[CH:14]=[CH:13]/[C:12]2[C:8]([C:5]3[CH:4]=[CH:3][C:2]([F:1])=[CH:7][CH:6]=3)=[N:9][O:10][C:11]=2[CH3:23])[CH:16]=1)=[O:22]. The yield is 0.260. (2) The reactants are FC(F)(F)S(O[C:7]1[CH:8]=[CH:9][C:10]2[O:14][C:13]([C:15]3[CH:20]=[CH:19][C:18]([F:21])=[CH:17][CH:16]=3)=[C:12]([C:22](=[O:25])[NH:23][CH3:24])[C:11]=2[C:26]=1[F:27])(=O)=O.O1CCOCC1.B([C:39]1[CH:40]=[C:41]([CH:45]=[CH:46][C:47]=1[O:48][CH3:49])[C:42]([OH:44])=[O:43])(O)O.C(=O)([O-])[O-].[Cs+].[Cs+]. The catalyst is C1C=CC([P]([Pd]([P](C2C=CC=CC=2)(C2C=CC=CC=2)C2C=CC=CC=2)([P](C2C=CC=CC=2)(C2C=CC=CC=2)C2C=CC=CC=2)[P](C2C=CC=CC=2)(C2C=CC=CC=2)C2C=CC=CC=2)(C2C=CC=CC=2)C2C=CC=CC=2)=CC=1.O. The product is [F:27][C:26]1[C:11]2[C:12]([C:22](=[O:25])[NH:23][CH3:24])=[C:13]([C:15]3[CH:20]=[CH:19][C:18]([F:21])=[CH:17][CH:16]=3)[O:14][C:10]=2[CH:9]=[CH:8][C:7]=1[C:39]1[CH:40]=[C:41]([CH:45]=[CH:46][C:47]=1[O:48][CH3:49])[C:42]([OH:44])=[O:43]. The yield is 0.354. (3) The reactants are Br[C:2]1[CH:12]=[CH:11][C:5]2[O:6][C:7]([F:10])([F:9])[O:8][C:4]=2[CH:3]=1.C([Li])CCC.S(=O)=O.[S:21](Cl)([Cl:24])(=[O:23])=[O:22]. The catalyst is CCOCC. The product is [F:9][C:7]1([F:10])[O:6][C:5]2[CH:11]=[CH:12][C:2]([S:21]([Cl:24])(=[O:23])=[O:22])=[CH:3][C:4]=2[O:8]1. The yield is 0.620. (4) The reactants are [Li]CCCC.[O:6]1[C:10]2[CH:11]=[CH:12][C:13]([CH2:15][S:16][C:17]3[N:18]4[C:24]([C:25]5[CH:30]=[CH:29][CH:28]=[CH:27][CH:26]=5)=[C:23](Br)[S:22][C:19]4=[N:20][N:21]=3)=[CH:14][C:9]=2[O:8][CH2:7]1.[F:32][C:33]1[CH:40]=[CH:39][C:36]([CH:37]=[O:38])=[CH:35][CH:34]=1. The catalyst is C1COCC1. The product is [O:6]1[C:10]2[CH:11]=[CH:12][C:13]([CH2:15][S:16][C:17]3[N:18]4[C:24]([C:25]5[CH:30]=[CH:29][CH:28]=[CH:27][CH:26]=5)=[C:23]([CH:37]([C:36]5[CH:39]=[CH:40][C:33]([F:32])=[CH:34][CH:35]=5)[OH:38])[S:22][C:19]4=[N:20][N:21]=3)=[CH:14][C:9]=2[O:8][CH2:7]1. The yield is 0.160.